From a dataset of Reaction yield outcomes from USPTO patents with 853,638 reactions. Predict the reaction yield, written as a fraction of the theoretical maximum amount of product (1.0 means a 100% yield; for example, 0.34 means a 34% yield). (1) The reactants are [CH2:1]([O:8][C:9]1[CH:14]=[CH:13][C:12]([C:15]#[C:16][C:17]2[CH:40]=[CH:39][C:20]([CH2:21][N:22]([C:34](=[O:38])[C:35]([OH:37])=[O:36])[CH2:23][C:24]3[CH:29]=[CH:28][C:27]([C:30]([F:33])([F:32])[F:31])=[CH:26][CH:25]=3)=[CH:19][CH:18]=2)=[CH:11][CH:10]=1)[CH2:2][CH2:3][CH2:4][CH2:5][CH2:6][CH3:7]. The catalyst is CCOC(C)=O. The product is [CH2:1]([O:8][C:9]1[CH:10]=[CH:11][C:12]([CH2:15][CH2:16][C:17]2[CH:40]=[CH:39][C:20]([CH2:21][N:22]([C:34](=[O:38])[C:35]([OH:37])=[O:36])[CH2:23][C:24]3[CH:25]=[CH:26][C:27]([C:30]([F:32])([F:33])[F:31])=[CH:28][CH:29]=3)=[CH:19][CH:18]=2)=[CH:13][CH:14]=1)[CH2:2][CH2:3][CH2:4][CH2:5][CH2:6][CH3:7]. The yield is 0.540. (2) The reactants are [CH2:1]([C:4]1([C:23]([O:25][CH3:26])=[O:24])[NH:9][C:8](=[O:10])[C:7]2[S:11][C:12](Br)=[CH:13][C:6]=2[CH:5]1[C:15]1[CH:20]=[CH:19][C:18]([Cl:21])=[C:17]([Cl:22])[CH:16]=1)[CH:2]=[CH2:3].C1(P(C2C=CC=CC=2)C2C3OC4C(=CC=CC=4P(C4C=CC=CC=4)C4C=CC=CC=4)C(C)(C)C=3C=CC=2)C=CC=CC=1.C(=O)([O-])[O-].[Cs+].[Cs+].[NH:75]1[CH2:80][CH2:79][O:78][CH2:77][CH2:76]1. The yield is 0.260. The product is [CH2:1]([C:4]1([C:23]([O:25][CH3:26])=[O:24])[NH:9][C:8](=[O:10])[C:7]2[S:11][C:12]([N:75]3[CH2:80][CH2:79][O:78][CH2:77][CH2:76]3)=[CH:13][C:6]=2[CH:5]1[C:15]1[CH:20]=[CH:19][C:18]([Cl:21])=[C:17]([Cl:22])[CH:16]=1)[CH:2]=[CH2:3]. The catalyst is C1C=CC(/C=C/C(/C=C/C2C=CC=CC=2)=O)=CC=1.C1C=CC(/C=C/C(/C=C/C2C=CC=CC=2)=O)=CC=1.C1C=CC(/C=C/C(/C=C/C2C=CC=CC=2)=O)=CC=1.[Pd].[Pd].O1CCOCC1. (3) The product is [CH2:9]1[C:10]2[C:15](=[CH:14][C:13]([O:18][C:19]3[CH:24]=[CH:23][C:22]([C:25]([NH2:26])=[O:27])=[CH:21][CH:20]=3)=[CH:12][CH:11]=2)[CH2:16][CH2:17][NH:8]1. The catalyst is C(Cl)Cl. The yield is 0.710. The reactants are C(OC([N:8]1[CH2:17][CH2:16][C:15]2[C:10](=[CH:11][CH:12]=[C:13]([O:18][C:19]3[CH:24]=[CH:23][C:22]([C:25](=[O:27])[NH2:26])=[CH:21][CH:20]=3)[CH:14]=2)[CH2:9]1)=O)(C)(C)C.C(O)(C(F)(F)F)=O.C([O-])([O-])=O.[K+].[K+]. (4) The product is [C:1]([C:5]1[CH:6]=[C:7]2[C:12](=[CH:13][CH:14]=1)[CH:11]=[C:10]([C:15]([OH:17])=[O:16])[CH:9]=[CH:8]2)([CH3:4])([CH3:2])[CH3:3]. The catalyst is CO. The reactants are [C:1]([C:5]1[CH:6]=[C:7]2[C:12](=[CH:13][CH:14]=1)[CH:11]=[C:10]([C:15]([O:17]C)=[O:16])[CH:9]=[CH:8]2)([CH3:4])([CH3:3])[CH3:2].[OH-].[Na+]. The yield is 0.770. (5) The reactants are Cl.[NH:2]([C:4]1[CH:9]=[C:8]([C:10]#[N:11])[CH:7]=[CH:6][N:5]=1)[NH2:3].CN(C)/[CH:14]=[CH:15]/[C:16]([C:18]1[CH:23]=[CH:22][C:21]([O:24][CH3:25])=[CH:20][CH:19]=1)=O. No catalyst specified. The product is [CH3:25][O:24][C:21]1[CH:22]=[CH:23][C:18]([C:16]2[N:2]([C:4]3[CH:9]=[C:8]([C:10]#[N:11])[CH:7]=[CH:6][N:5]=3)[N:3]=[CH:14][CH:15]=2)=[CH:19][CH:20]=1. The yield is 1.00. (6) The reactants are [N+]([C:4]1[CH:9]=[CH:8][CH:7]=[C:6]([N+:10]([O-:12])=[O:11])[CH:5]=1)([O-])=O.[Cl:13][C:14]1[CH:19]=[CH:18][C:17]([OH:20])=[CH:16][C:15]=1[CH2:21][CH3:22].C(=O)([O-])[O-].[Cs+].[Cs+]. The catalyst is CS(C)=O. The product is [Cl:13][C:14]1[CH:19]=[CH:18][C:17]([O:20][C:4]2[CH:5]=[C:6]([N+:10]([O-:12])=[O:11])[CH:7]=[CH:8][CH:9]=2)=[CH:16][C:15]=1[CH2:21][CH3:22]. The yield is 0.780. (7) The reactants are [CH3:1][NH:2][CH2:3][CH2:4][C:5]#[C:6][C:7]1[CH:12]=[CH:11][CH:10]=[CH:9][N:8]=1.[CH3:13][C:14]1[CH:15]=[C:16]([CH:20]=[CH:21][CH:22]=1)[C:17](Cl)=[O:18]. No catalyst specified. The product is [CH3:1][N:2]([CH2:3][CH2:4][C:5]#[C:6][C:7]1[CH:12]=[CH:11][CH:10]=[CH:9][N:8]=1)[C:17](=[O:18])[C:16]1[CH:20]=[CH:21][CH:22]=[C:14]([CH3:13])[CH:15]=1. The yield is 0.290. (8) The reactants are F[C:2]1[CH:7]=[CH:6][C:5]([C:8]2[O:9][C:10]([C:13]3[C:14]([C:19]4[CH:24]=[CH:23][CH:22]=[CH:21][CH:20]=4)=[N:15][O:16][C:17]=3[CH3:18])=[N:11][N:12]=2)=[C:4]([O:25][CH3:26])[CH:3]=1.[NH:27]1[CH2:32][CH2:31][S:30][CH2:29][CH2:28]1. The catalyst is CS(C)=O. The product is [CH3:26][O:25][C:4]1[CH:3]=[C:2]([N:27]2[CH2:32][CH2:31][S:30][CH2:29][CH2:28]2)[CH:7]=[CH:6][C:5]=1[C:8]1[O:9][C:10]([C:13]2[C:14]([C:19]3[CH:24]=[CH:23][CH:22]=[CH:21][CH:20]=3)=[N:15][O:16][C:17]=2[CH3:18])=[N:11][N:12]=1. The yield is 0.660.